The task is: Predict the reactants needed to synthesize the given product.. This data is from Full USPTO retrosynthesis dataset with 1.9M reactions from patents (1976-2016). Given the product [Br:1][C:2]1[CH:3]=[C:4]([NH:5][S:16]([CH3:15])(=[O:18])=[O:17])[CH:6]=[CH:7][CH:8]=1, predict the reactants needed to synthesize it. The reactants are: [Br:1][C:2]1[CH:3]=[C:4]([CH:6]=[CH:7][CH:8]=1)[NH2:5].N1C=CC=CC=1.[CH3:15][S:16](Cl)(=[O:18])=[O:17].C(OCC)(=O)C.